This data is from Forward reaction prediction with 1.9M reactions from USPTO patents (1976-2016). The task is: Predict the product of the given reaction. (1) Given the reactants [O:1]1[CH:5]=[CH:4][CH:3]=[C:2]1[C:6]1[C:14]2[C:13]([NH:15][CH3:16])=[N:12][CH:11]=[N:10][C:9]=2[N:8]([C@@H:17]2[O:23][C@H:22]([CH2:24][OH:25])[C@@H:20]([OH:21])[C@H:18]2[OH:19])[CH:7]=1.I[C:27]1[C:35]2C(NC)=NC=N[C:30]=2N([C@@H]2O[C@H](CO)[C@@H](O)[C@H]2O)[CH:28]=1.O1C2C=CC=CC=2C=C1B(O)O, predict the reaction product. The product is: [O:1]1[C:5]2[CH:28]=[CH:27][CH:35]=[CH:30][C:4]=2[CH:3]=[C:2]1[C:6]1[C:14]2[C:13]([NH:15][CH3:16])=[N:12][CH:11]=[N:10][C:9]=2[N:8]([C@@H:17]2[O:23][C@H:22]([CH2:24][OH:25])[C@@H:20]([OH:21])[C@H:18]2[OH:19])[CH:7]=1. (2) Given the reactants C(NC(C)C)(C)C.[Li]CCCC.C([N:15]([CH2:26][CH3:27])[C:16](=[O:25])[C:17]1[CH:22]=[CH:21][CH:20]=[C:19]([CH3:23])[C:18]=1[CH3:24])C.[Br:28][C:29]1[CH:36]=[CH:35]C(C#N)=[CH:31][CH:30]=1, predict the reaction product. The product is: [Br:28][C:29]1[CH:36]=[CH:35][C:27]([C:26]2[NH:15][C:16](=[O:25])[C:17]3[C:18]([CH:24]=2)=[C:19]([CH3:23])[CH:20]=[CH:21][CH:22]=3)=[CH:31][CH:30]=1. (3) Given the reactants [Br:1][C:2]1[CH:10]=[CH:9][C:5]([C:6]([OH:8])=O)=[C:4]([C:11]#[N:12])[CH:3]=1.[CH:13]1([C:16]2[CH:17]=[C:18]([CH3:28])[C:19]([N:22]3[CH2:27][CH2:26][NH:25][CH2:24][CH2:23]3)=[N:20][CH:21]=2)[CH2:15][CH2:14]1, predict the reaction product. The product is: [Br:1][C:2]1[CH:10]=[CH:9][C:5]([C:6]([N:25]2[CH2:26][CH2:27][N:22]([C:19]3[C:18]([CH3:28])=[CH:17][C:16]([CH:13]4[CH2:14][CH2:15]4)=[CH:21][N:20]=3)[CH2:23][CH2:24]2)=[O:8])=[C:4]([CH:3]=1)[C:11]#[N:12]. (4) Given the reactants [S:1]1[CH2:6][CH2:5]C(=O)[CH2:3][CH2:2]1.[CH:8](OC)([O:11][CH3:12])[O:9][CH3:10], predict the reaction product. The product is: [CH3:10][O:9][C:8]1([O:11][CH3:12])[CH2:5][CH2:6][S:1][CH2:2][CH2:3]1. (5) Given the reactants [Cl:1][C:2]1[CH:10]=[CH:9][C:8]([S:11]([CH3:14])(=[O:13])=[O:12])=[CH:7][C:3]=1[C:4]([OH:6])=O.CN(C(ON1N=NC2C=CC=CC1=2)=[N+](C)C)C.[B-](F)(F)(F)F.C(N(C(C)C)C(C)C)C.[F:46][C:47]([F:61])([F:60])[C:48]1[CH:53]=[CH:52][C:51]([N:54]2[CH2:59][CH2:58][NH:57][CH2:56][CH2:55]2)=[CH:50][CH:49]=1, predict the reaction product. The product is: [Cl:1][C:2]1[CH:10]=[CH:9][C:8]([S:11]([CH3:14])(=[O:13])=[O:12])=[CH:7][C:3]=1[C:4]([N:57]1[CH2:56][CH2:55][N:54]([C:51]2[CH:50]=[CH:49][C:48]([C:47]([F:60])([F:61])[F:46])=[CH:53][CH:52]=2)[CH2:59][CH2:58]1)=[O:6].